Dataset: Full USPTO retrosynthesis dataset with 1.9M reactions from patents (1976-2016). Task: Predict the reactants needed to synthesize the given product. (1) Given the product [CH:23]([N:6]1[CH:7]=[C:2]([I:1])[C:3](=[O:9])[NH:4][C:5]1=[O:8])([C:24]1[CH:29]=[CH:28][CH:27]=[CH:26][CH:25]=1)[C:30]1[CH:35]=[CH:34][CH:33]=[CH:32][CH:31]=1, predict the reactants needed to synthesize it. The reactants are: [I:1][C:2]1[C:3](=[O:9])[NH:4][C:5](=[O:8])[NH:6][CH:7]=1.C/C(/O[Si](C)(C)C)=N\[Si](C)(C)C.Br[CH:23]([C:30]1[CH:35]=[CH:34][CH:33]=[CH:32][CH:31]=1)[C:24]1[CH:29]=[CH:28][CH:27]=[CH:26][CH:25]=1.II. (2) Given the product [F:8][C:9]1[C:10]([C:33]([F:34])([F:35])[F:36])=[C:11]([CH:16]2[CH2:17][CH2:18][N:19]([C:22]([C:24]3[C:32]4[CH2:31][CH2:30][N:29]([CH2:38][C:39]([O:41][C:42]([CH3:45])([CH3:44])[CH3:43])=[O:40])[CH2:28][C:27]=4[NH:26][N:25]=3)=[O:23])[CH2:20][CH2:21]2)[CH:12]=[CH:13][C:14]=1[F:15], predict the reactants needed to synthesize it. The reactants are: FC(F)(F)C(O)=O.[F:8][C:9]1[C:10]([C:33]([F:36])([F:35])[F:34])=[C:11]([CH:16]2[CH2:21][CH2:20][N:19]([C:22]([C:24]3[C:32]4[CH2:31][CH2:30][NH:29][CH2:28][C:27]=4[NH:26][N:25]=3)=[O:23])[CH2:18][CH2:17]2)[CH:12]=[CH:13][C:14]=1[F:15].Br[CH2:38][C:39]([O:41][C:42]([CH3:45])([CH3:44])[CH3:43])=[O:40]. (3) Given the product [ClH:39].[F:28][C:29]1[CH:30]=[C:31]([S:36]([N:13]2[C:14]([C:16]3[CH:17]=[CH:18][CH:19]=[CH:20][CH:21]=3)=[CH:15][C:11]([CH2:10][NH:2][CH3:3])=[CH:12]2)(=[O:37])=[O:38])[CH:32]=[CH:33][C:34]=1[F:35], predict the reactants needed to synthesize it. The reactants are: C[N:2]([CH2:10][C:11]1[CH:15]=[C:14]([C:16]2[CH:21]=[CH:20][CH:19]=[CH:18][CH:17]=2)[NH:13][CH:12]=1)[C:3](=O)OC(C)(C)C.C(O[K])(C)(C)C.[F:28][C:29]1[CH:30]=[C:31]([S:36]([Cl:39])(=[O:38])=[O:37])[CH:32]=[CH:33][C:34]=1[F:35].